Dataset: Forward reaction prediction with 1.9M reactions from USPTO patents (1976-2016). Task: Predict the product of the given reaction. (1) Given the reactants [H][H].[OH:3][CH2:4][CH:5]([NH:13]C(=O)O)[CH2:6][C:7]1[CH:12]=[CH:11][CH:10]=[CH:9][CH:8]=1, predict the reaction product. The product is: [NH2:13][CH:5]([CH2:6][C:7]1[CH:12]=[CH:11][CH:10]=[CH:9][CH:8]=1)[CH2:4][OH:3]. (2) Given the reactants [CH2:1]([O:8][C:9]1[C:13]([CH2:14][C:15]2[CH:20]=[CH:19][C:18]([CH2:21][CH3:22])=[CH:17][CH:16]=2)=[C:12]([CH3:23])[NH:11][N:10]=1)[C:2]1[CH:7]=[CH:6][CH:5]=[CH:4][CH:3]=1.C(=O)([O-])[O-].[Cs+].[Cs+].[CH:30](I)([CH3:32])[CH3:31], predict the reaction product. The product is: [CH2:1]([O:8][C:9]1[C:13]([CH2:14][C:15]2[CH:16]=[CH:17][C:18]([CH2:21][CH3:22])=[CH:19][CH:20]=2)=[C:12]([CH3:23])[N:11]([CH:30]([CH3:32])[CH3:31])[N:10]=1)[C:2]1[CH:3]=[CH:4][CH:5]=[CH:6][CH:7]=1.